This data is from Full USPTO retrosynthesis dataset with 1.9M reactions from patents (1976-2016). The task is: Predict the reactants needed to synthesize the given product. Given the product [C:15]([C:12]1[CH:13]=[CH:14][C:9]([C@H:8]2[N:7]3[N:17]=[C:18]([NH:20][CH2:31][CH:32]([CH3:34])[CH3:33])[N:19]=[C:6]3[N:5]([C:35]3[CH:40]=[CH:39][CH:38]=[C:37]([C:41]([F:43])([F:44])[F:42])[CH:36]=3)[C:4]([CH3:45])=[C:3]2[C:1]#[N:2])=[CH:10][CH:11]=1)#[N:16], predict the reactants needed to synthesize it. The reactants are: [C:1]([C:3]1[C@@H:8]([C:9]2[CH:14]=[CH:13][C:12]([C:15]#[N:16])=[CH:11][CH:10]=2)[N:7]2[N:17]=[C:18]([N:20]([CH2:31][CH:32]([CH3:34])[CH3:33])C(=O)OCC3C=CC=CC=3)[N:19]=[C:6]2[N:5]([C:35]2[CH:40]=[CH:39][CH:38]=[C:37]([C:41]([F:44])([F:43])[F:42])[CH:36]=2)[C:4]=1[CH3:45])#[N:2].